This data is from Cav3 T-type calcium channel HTS with 100,875 compounds. The task is: Binary Classification. Given a drug SMILES string, predict its activity (active/inactive) in a high-throughput screening assay against a specified biological target. The compound is O1C(OCC)C(C(C=C1C(=O)NCc1[nH]c2c(n1)cccc2)c1c(=O)c2c(oc1)cccc2)CCCO. The result is 0 (inactive).